This data is from Forward reaction prediction with 1.9M reactions from USPTO patents (1976-2016). The task is: Predict the product of the given reaction. (1) Given the reactants [Cl:1][C:2]1[N:7]=[C:6]([N:8]2[CH2:12][C@@H:11]([CH2:13][CH3:14])[C@:10]([CH:17]3[CH2:19][CH2:18]3)([C:15]#[N:16])[C:9]2=[O:20])[CH:5]=[CH:4][N:3]=1.ClC1N=C(N2CC(CC)C(C3CC3)(C#N)C2=O)C=CN=1, predict the reaction product. The product is: [Cl:1][C:2]1[N:7]=[C:6]([N:8]2[CH2:12][C@@H:11]([CH2:13][CH3:14])[C@@:10]([CH:17]3[CH2:19][CH2:18]3)([C:15]#[N:16])[C:9]2=[O:20])[CH:5]=[CH:4][N:3]=1. (2) Given the reactants C(OC([N:11]1[CH2:16][CH2:15][CH:14]([C:17]2[O:18][C:19]([CH3:22])=[N:20][N:21]=2)[CH2:13][CH2:12]1)=O)C1C=CC=CC=1, predict the reaction product. The product is: [CH3:22][C:19]1[O:18][C:17]([CH:14]2[CH2:15][CH2:16][NH:11][CH2:12][CH2:13]2)=[N:21][N:20]=1. (3) The product is: [CH3:14][C:8]1[CH:9]=[CH:10][CH:11]=[C:12]([CH3:13])[C:7]=1[CH2:6][CH:5]=[O:4]. Given the reactants Cl.O.C[O:4][CH:5]=[CH:6][C:7]1[C:12]([CH3:13])=[CH:11][CH:10]=[CH:9][C:8]=1[CH3:14], predict the reaction product. (4) Given the reactants Br[C:2]1[C:3]([Cl:18])=[C:4]([NH:10][C:11](=[O:17])[O:12][C:13]([CH3:16])([CH3:15])[CH3:14])[CH:5]=[C:6]([C:8]#[N:9])[CH:7]=1.[S:19]1(=[O:29])(=[O:28])[N:23]2[CH2:24][CH2:25][NH:26][CH2:27][CH:22]2[CH2:21][CH2:20]1.C1C=CC(P(C2C(C3C(P(C4C=CC=CC=4)C4C=CC=CC=4)=CC=C4C=3C=CC=C4)=C3C(C=CC=C3)=CC=2)C2C=CC=CC=2)=CC=1.C([O-])([O-])=O.[Cs+].[Cs+], predict the reaction product. The product is: [Cl:18][C:3]1[C:2]([N:26]2[CH2:25][CH2:24][N:23]3[S:19](=[O:29])(=[O:28])[CH2:20][CH2:21][CH:22]3[CH2:27]2)=[CH:7][C:6]([C:8]#[N:9])=[CH:5][C:4]=1[NH:10][C:11](=[O:17])[O:12][C:13]([CH3:16])([CH3:15])[CH3:14].